This data is from Full USPTO retrosynthesis dataset with 1.9M reactions from patents (1976-2016). The task is: Predict the reactants needed to synthesize the given product. (1) Given the product [N+:1]([C:4]1[CH:13]=[CH:12][C:7]2[O:8][CH2:9][CH2:10][N:11]([C:19]([O:18][C:15]([CH3:17])([CH3:16])[CH3:14])=[O:20])[C:6]=2[CH:5]=1)([O-:3])=[O:2], predict the reactants needed to synthesize it. The reactants are: [N+:1]([C:4]1[CH:13]=[CH:12][C:7]2[O:8][CH2:9][CH2:10][NH:11][C:6]=2[CH:5]=1)([O-:3])=[O:2].[CH3:14][C:15]([O:18][C:19](O[C:19]([O:18][C:15]([CH3:17])([CH3:16])[CH3:14])=[O:20])=[O:20])([CH3:17])[CH3:16].N1C=CC=CC=1. (2) The reactants are: [Cl:1][C:2]1[CH:7]=[C:6](I)[CH:5]=[C:4]([C:9]([F:12])([F:11])[F:10])[N:3]=1.[Cu](C#N)[C:14]#[N:15]. Given the product [Cl:1][C:2]1[CH:7]=[C:6]([CH:5]=[C:4]([C:9]([F:12])([F:11])[F:10])[N:3]=1)[C:14]#[N:15], predict the reactants needed to synthesize it. (3) Given the product [CH:34]([O:36][CH:12]([CH3:11])[CH3:13])([CH3:35])[CH3:33].[NH2:15][C:10]1[CH:9]=[C:8]([N:5]2[CH2:6][CH2:7][N:2]([CH3:1])[CH2:3][CH2:4]2)[CH:13]=[CH:12][C:11]=1[NH-:14], predict the reactants needed to synthesize it. The reactants are: [CH3:1][N:2]1[CH2:7][CH2:6][N:5]([C:8]2[CH:9]=[C:10]([NH2:15])[C:11]([NH2:14])=[CH:12][CH:13]=2)[CH2:4][CH2:3]1.C(N(CC)CC)C.C1[C:35]2[C:34](=[O:36])[C:33]3C(=CC=CC=3)C=2C(C(Cl)=O)=CC=1.